Task: Binary Classification. Given a drug SMILES string, predict its activity (active/inactive) in a high-throughput screening assay against a specified biological target.. Dataset: HIV replication inhibition screening data with 41,000+ compounds from the AIDS Antiviral Screen (1) The drug is CC(C)(c1cn(Cc2ccccc2)c2ccccc12)c1cn(Cc2ccccc2)c2ccccc12. The result is 0 (inactive). (2) The molecule is Cc1ccc(C2=Nc3cc(C)c(Cl)cc3S(=O)(=O)NN2)cc1. The result is 0 (inactive). (3) The compound is COc1cc2c(c(OC)c1OC)C(=O)C1OC(=O)NC21. The result is 0 (inactive). (4) The molecule is O=c1cc(O)[n+](C2OC(CO)C(O)C2O)c2sccn12. The result is 0 (inactive). (5) The compound is Cn1c(=O)cc(NCCc2ccccc2)[nH]c1=O. The result is 0 (inactive). (6) The molecule is COc1ccc2c(c1)C(=O)CC1c3cnccc3C(=O)N21. The result is 0 (inactive). (7) The compound is Cc1cc2c(=O)c(C)n[nH]c2c(C#N)c1C. The result is 0 (inactive). (8) The drug is CC1CCP(=O)(c2ccccc2)C1. The result is 0 (inactive). (9) The molecule is O=C1CSC(=S)N1Cc1ccncc1. The result is 0 (inactive).